From a dataset of Forward reaction prediction with 1.9M reactions from USPTO patents (1976-2016). Predict the product of the given reaction. (1) Given the reactants [Zn:1].[Br:2]CCBr.Cl[Si](C)(C)C.Br[CH2:12][C:13]1[CH2:18][CH2:17][CH2:16][CH2:15][CH:14]=1, predict the reaction product. The product is: [Br:2][Zn:1][CH2:12][C:13]1[CH2:18][CH2:17][CH2:16][CH2:15][CH:14]=1. (2) The product is: [CH3:37][O:38][CH2:30][NH:5][C:6]([C:8]1[C:13]([N:14]([CH2:31][O:32][CH3:33])[S:15]([C:18]2[CH:23]=[CH:22][C:21]([CH3:24])=[C:20]([C:25]([F:26])([F:28])[F:27])[CH:19]=2)(=[O:17])=[O:16])=[CH:12][C:11]([Cl:29])=[CH:10][N:9]=1)=[O:7]. Given the reactants [H-].[Na+].CO[N:5]([CH3:30])[C:6]([C:8]1[C:13]([NH:14][S:15]([C:18]2[CH:23]=[CH:22][C:21]([CH3:24])=[C:20]([C:25]([F:28])([F:27])[F:26])[CH:19]=2)(=[O:17])=[O:16])=[CH:12][C:11]([Cl:29])=[CH:10][N:9]=1)=[O:7].[CH3:31][O:32][CH2:33]Cl.C1C[O:38][CH2:37]C1, predict the reaction product. (3) Given the reactants O.[OH-].[Li+].C[O:5][C:6](=[O:23])[C:7]1[CH:12]=[CH:11][C:10](/[CH:13]=[CH:14]/[C:15]([O:17][C:18]([CH3:21])([CH3:20])[CH3:19])=[O:16])=[C:9]([CH3:22])[CH:8]=1, predict the reaction product. The product is: [C:18]([O:17][C:15](/[CH:14]=[CH:13]/[C:10]1[CH:11]=[CH:12][C:7]([C:6]([OH:23])=[O:5])=[CH:8][C:9]=1[CH3:22])=[O:16])([CH3:21])([CH3:20])[CH3:19]. (4) Given the reactants [CH2:1]([CH:8]1[C:17](=[O:18])[C:16]2[C:11](=[CH:12][CH:13]=[CH:14][CH:15]=2)[O:10][CH2:9]1)[C:2]1[CH:7]=[CH:6][CH:5]=[CH:4][CH:3]=1.C1COCC1.[Cl-].[Cl-].[Cl-].[Ce+3].[BH4-], predict the reaction product. The product is: [CH2:1]([CH:8]1[CH:17]([OH:18])[C:16]2[C:11](=[CH:12][CH:13]=[CH:14][CH:15]=2)[O:10][CH2:9]1)[C:2]1[CH:3]=[CH:4][CH:5]=[CH:6][CH:7]=1.